The task is: Regression. Given two drug SMILES strings and cell line genomic features, predict the synergy score measuring deviation from expected non-interaction effect.. This data is from NCI-60 drug combinations with 297,098 pairs across 59 cell lines. Drug 1: C1=NNC2=C1C(=O)NC=N2. Drug 2: CC12CCC3C(C1CCC2OP(=O)(O)O)CCC4=C3C=CC(=C4)OC(=O)N(CCCl)CCCl.[Na+]. Cell line: LOX IMVI. Synergy scores: CSS=5.90, Synergy_ZIP=5.15, Synergy_Bliss=7.04, Synergy_Loewe=1.15, Synergy_HSA=1.49.